This data is from NCI-60 drug combinations with 297,098 pairs across 59 cell lines. The task is: Regression. Given two drug SMILES strings and cell line genomic features, predict the synergy score measuring deviation from expected non-interaction effect. (1) Drug 1: C1=CC(=CC=C1CCCC(=O)O)N(CCCl)CCCl. Drug 2: C(=O)(N)NO. Cell line: UACC62. Synergy scores: CSS=26.9, Synergy_ZIP=-11.0, Synergy_Bliss=-6.88, Synergy_Loewe=-12.2, Synergy_HSA=-4.81. (2) Drug 1: CCCCCOC(=O)NC1=NC(=O)N(C=C1F)C2C(C(C(O2)C)O)O. Drug 2: CC1=C2C(C(=O)C3(C(CC4C(C3C(C(C2(C)C)(CC1OC(=O)C(C(C5=CC=CC=C5)NC(=O)C6=CC=CC=C6)O)O)OC(=O)C7=CC=CC=C7)(CO4)OC(=O)C)O)C)OC(=O)C. Cell line: RPMI-8226. Synergy scores: CSS=14.6, Synergy_ZIP=-12.5, Synergy_Bliss=-16.8, Synergy_Loewe=-59.6, Synergy_HSA=-17.9.